Dataset: Peptide-MHC class I binding affinity with 185,985 pairs from IEDB/IMGT. Task: Regression. Given a peptide amino acid sequence and an MHC pseudo amino acid sequence, predict their binding affinity value. This is MHC class I binding data. (1) The peptide sequence is LLWTLVVLL. The MHC is HLA-A68:01 with pseudo-sequence HLA-A68:01. The binding affinity (normalized) is 0.197. (2) The peptide sequence is VTRPLRTMV. The MHC is HLA-A03:01 with pseudo-sequence HLA-A03:01. The binding affinity (normalized) is 0.0847. (3) The peptide sequence is CIYQSPVRK. The MHC is HLA-A11:01 with pseudo-sequence HLA-A11:01. The binding affinity (normalized) is 0.427. (4) The peptide sequence is ITWETPMIW. The MHC is HLA-A02:01 with pseudo-sequence HLA-A02:01. The binding affinity (normalized) is 0.0847. (5) The peptide sequence is SVANGVPVH. The MHC is HLA-A03:01 with pseudo-sequence HLA-A03:01. The binding affinity (normalized) is 0.286. (6) The peptide sequence is RPSTRNFFEL. The MHC is H-2-Ld with pseudo-sequence H-2-Ld. The binding affinity (normalized) is 0.383.